Dataset: HIV replication inhibition screening data with 41,000+ compounds from the AIDS Antiviral Screen. Task: Binary Classification. Given a drug SMILES string, predict its activity (active/inactive) in a high-throughput screening assay against a specified biological target. (1) The molecule is Clc1cc(Cc2cc(Cl)c(Cl)c3c2OCOC3)c2c(c1Cl)COCO2. The result is 0 (inactive). (2) The drug is O=C1Oc2cc3c(c4cccc1c24)OCN(c1ccc(Cl)cc1)C3. The result is 0 (inactive).